From a dataset of Reaction yield outcomes from USPTO patents with 853,638 reactions. Predict the reaction yield, written as a fraction of the theoretical maximum amount of product (1.0 means a 100% yield; for example, 0.34 means a 34% yield). (1) The catalyst is CC(OC)(C)C.CC(C)=O.O. The yield is 0.130. The reactants are [CH2:1]1[CH2:6][C@H:5]([C:7]([OH:9])=[O:8])[CH2:4][CH2:3][C@H:2]1[CH2:10][NH2:11].[CH3:12][CH:13]([CH3:32])[C:14]([O:16][CH:17]([O:21][C:22](ON1C(=O)CCC1=O)=[O:23])[CH2:18][CH2:19][CH3:20])=[O:15]. The product is [CH3:32][CH:13]([CH3:12])[C:14]([O:16][CH:17]([O:21][C:22]([NH:11][CH2:10][C@H:2]1[CH2:3][CH2:4][C@H:5]([C:7]([OH:9])=[O:8])[CH2:6][CH2:1]1)=[O:23])[CH2:18][CH2:19][CH3:20])=[O:15]. (2) The reactants are [CH2:1]([S:3]([N:6]1[CH2:11][CH2:10][CH:9]([C:12]2[C:20]3[C:15](=[C:16]([C:32]([NH2:34])=[O:33])[CH:17]=[C:18]([C:21]4[CH:29]=[C:28]([CH:30]=O)[C:24]5[CH2:25][CH2:26][O:27][C:23]=5[CH:22]=4)[CH:19]=3)[NH:14][CH:13]=2)[CH2:8][CH2:7]1)(=[O:5])=[O:4])[CH3:2].[CH3:35][NH:36][CH3:37].C([BH3-])#N.[Na+]. The catalyst is CO.[Cl-].[Zn+2].[Cl-]. The product is [CH3:35][N:36]([CH2:30][C:28]1[C:24]2[CH2:25][CH2:26][O:27][C:23]=2[CH:22]=[C:21]([C:18]2[CH:19]=[C:20]3[C:15](=[C:16]([C:32]([NH2:34])=[O:33])[CH:17]=2)[NH:14][CH:13]=[C:12]3[CH:9]2[CH2:8][CH2:7][N:6]([S:3]([CH2:1][CH3:2])(=[O:4])=[O:5])[CH2:11][CH2:10]2)[CH:29]=1)[CH3:37]. The yield is 0.196. (3) The reactants are [Cl:1][C:2]1[C:10]2[C:5](=[CH:6][CH:7]=[C:8]([NH:11][C:12]([C:14]3[CH:19]([C:20]4[CH:25]=[CH:24][C:23]([Cl:26])=[C:22]([O:27]C)[CH:21]=4)[CH2:18][C:17](=[O:29])[NH:16][C:15]=3[CH3:30])=[O:13])[CH:9]=2)[NH:4][N:3]=1.B(Cl)(Cl)Cl. The catalyst is C(Cl)Cl.CCOC(C)=O.O.[OH-].[Na+]. The product is [Cl:26][C:23]1[CH:24]=[CH:25][C:20]([CH:19]2[CH2:18][C:17](=[O:29])[NH:16][C:15]([CH3:30])=[C:14]2[C:12]([NH:11][C:8]2[CH:9]=[C:10]3[C:5](=[CH:6][CH:7]=2)[NH:4][N:3]=[C:2]3[Cl:1])=[O:13])=[CH:21][C:22]=1[OH:27]. The yield is 0.220. (4) The reactants are [NH2:1][C:2]1[CH:31]=[CH:30][C:5]([C:6]([N:8]2[C:17]3[C:12](=[CH:13][CH:14]=[CH:15][CH:16]=3)[C@H:11]([N:18]([C:23]3[CH:28]=[CH:27][CH:26]=[CH:25][CH:24]=3)[C:19](=[O:22])[CH2:20][CH3:21])[CH2:10][C@@H:9]2[CH3:29])=[O:7])=[CH:4][CH:3]=1.[CH2:32]([CH:34]([CH2:37][CH3:38])[CH:35]=O)[CH3:33].C(O[BH-](OC(=O)C)OC(=O)C)(=O)C.[Na+].C(O)(=O)C. The catalyst is ClCCl. The product is [CH2:32]([CH:34]([CH2:37][CH3:38])[CH2:35][NH:1][C:2]1[CH:3]=[CH:4][C:5]([C:6]([N:8]2[C:17]3[C:12](=[CH:13][CH:14]=[CH:15][CH:16]=3)[C@H:11]([N:18]([C:23]3[CH:24]=[CH:25][CH:26]=[CH:27][CH:28]=3)[C:19](=[O:22])[CH2:20][CH3:21])[CH2:10][C@@H:9]2[CH3:29])=[O:7])=[CH:30][CH:31]=1)[CH3:33]. The yield is 0.830.